This data is from Forward reaction prediction with 1.9M reactions from USPTO patents (1976-2016). The task is: Predict the product of the given reaction. Given the reactants [Cl:1][C:2]1[C:7]([O:8][CH:9]2[CH2:14][CH2:13][NH:12][CH2:11][CH2:10]2)=[CH:6][CH:5]=[CH:4][C:3]=1[C@H:15]([O:17][C:18]1[CH:22]=[C:21]([N:23]2[C:27]3[CH:28]=[CH:29][C:30]([C:32]4[CH:33]=[N:34][N:35]([CH3:37])[CH:36]=4)=[CH:31][C:26]=3[N:25]=[CH:24]2)[S:20][C:19]=1[C:38]([NH2:40])=[O:39])[CH3:16].C=O.[C:43](O)(=O)C.C(O[BH-](OC(=O)C)OC(=O)C)(=O)C.[Na+], predict the reaction product. The product is: [Cl:1][C:2]1[C:7]([O:8][CH:9]2[CH2:14][CH2:13][N:12]([CH3:43])[CH2:11][CH2:10]2)=[CH:6][CH:5]=[CH:4][C:3]=1[C@H:15]([O:17][C:18]1[CH:22]=[C:21]([N:23]2[C:27]3[CH:28]=[CH:29][C:30]([C:32]4[CH:33]=[N:34][N:35]([CH3:37])[CH:36]=4)=[CH:31][C:26]=3[N:25]=[CH:24]2)[S:20][C:19]=1[C:38]([NH2:40])=[O:39])[CH3:16].